From a dataset of Full USPTO retrosynthesis dataset with 1.9M reactions from patents (1976-2016). Predict the reactants needed to synthesize the given product. (1) Given the product [CH2:24]([Sn:17]([CH2:13][CH2:14][CH2:15][CH3:16])([CH2:20][CH2:21][CH2:22][CH3:23])[CH2:18][O:3][CH:7]1[CH2:6][CH2:5][CH2:4]1)[CH2:25][CH2:26][CH3:27], predict the reactants needed to synthesize it. The reactants are: [H-].[Na+].[O:3]1[CH2:7][CH2:6][CH2:5][CH2:4]1.C1(O)CCC1.[CH2:13]([Sn:17]([CH2:24][CH2:25][CH2:26][CH3:27])([CH2:20][CH2:21][CH2:22][CH3:23])[CH2:18]I)[CH2:14][CH2:15][CH3:16]. (2) Given the product [C:37]([NH:1][C:2]1[CH:3]=[C:4]([NH:17][C:18]([C:20]2[C:21]([C:27]3[CH:28]=[CH:29][C:30]([C:33]([F:36])([F:34])[F:35])=[CH:31][CH:32]=3)=[CH:22][C:23]([CH3:26])=[CH:24][CH:25]=2)=[O:19])[CH:5]=[CH:6][C:7]=1[O:8][CH2:9][CH2:10][C:11]1[CH:16]=[CH:15][CH:14]=[CH:13][N:12]=1)(=[O:39])[CH3:38], predict the reactants needed to synthesize it. The reactants are: [NH2:1][C:2]1[CH:3]=[C:4]([NH:17][C:18]([C:20]2[C:21]([C:27]3[CH:32]=[CH:31][C:30]([C:33]([F:36])([F:35])[F:34])=[CH:29][CH:28]=3)=[CH:22][C:23]([CH3:26])=[CH:24][CH:25]=2)=[O:19])[CH:5]=[CH:6][C:7]=1[O:8][CH2:9][CH2:10][C:11]1[CH:16]=[CH:15][CH:14]=[CH:13][N:12]=1.[C:37](OC(=O)C)(=[O:39])[CH3:38].O.C(=O)([O-])[O-].[K+].[K+]. (3) Given the product [C:27]([C:28]1[C:33]([CH2:34][C:35]([O:37][CH3:38])=[O:36])=[CH:32][CH:31]=[CH:30][N:29]=1)#[CH:26], predict the reactants needed to synthesize it. The reactants are: CCCC[N+](CCCC)(CCCC)CCCC.[F-].C([Si]([C:26]#[C:27][C:28]1[C:33]([CH2:34][C:35]([O:37][CH3:38])=[O:36])=[CH:32][CH:31]=[CH:30][N:29]=1)(CC)CC)C.CCOC(C)=O. (4) Given the product [CH3:2][C@@H:3]1[CH2:7][CH2:6][CH2:5][N:4]1[CH2:8][CH2:9][C:10]1[CH:15]=[CH:14][C:13]([C:20]2[CH:21]=[CH:22][C:23]([CH2:24][C:25]3[NH:29][N:28]=[N:27][N:26]=3)=[CH:30][CH:31]=2)=[CH:12][CH:11]=1, predict the reactants needed to synthesize it. The reactants are: Cl.[CH3:2][C@@H:3]1[CH2:7][CH2:6][CH2:5][N:4]1[CH2:8][CH2:9][C:10]1[CH:15]=[CH:14][C:13](B(O)O)=[CH:12][CH:11]=1.Br[C:20]1[CH:31]=[CH:30][C:23]([CH2:24][C:25]2[NH:29][N:28]=[N:27][N:26]=2)=[CH:22][CH:21]=1.C([O-])([O-])=O.[Na+].[Na+]. (5) Given the product [NH2:27][C:23]1[CH:22]=[C:21]([CH:26]=[CH:25][CH:24]=1)[O:20][C:7]1[N:6]=[C:5]2[C:10]([N:11]=[CH:12][N:4]2[CH:1]([CH3:3])[CH3:2])=[C:9]([NH:13][C:14]2[CH:15]=[N:16][N:17]([CH3:19])[CH:18]=2)[N:8]=1, predict the reactants needed to synthesize it. The reactants are: [CH:1]([N:4]1[CH:12]=[N:11][C:10]2[C:5]1=[N:6][C:7]([O:20][C:21]1[CH:26]=[CH:25][CH:24]=[C:23]([N+:27]([O-])=O)[CH:22]=1)=[N:8][C:9]=2[NH:13][C:14]1[CH:15]=[N:16][N:17]([CH3:19])[CH:18]=1)([CH3:3])[CH3:2].[NH4+].[Cl-]. (6) Given the product [Cl:37][C:11]1[CH:12]=[C:13]2[N:18]([CH2:19][O:20][CH2:21][CH2:22][Si:23]([CH3:26])([CH3:25])[CH3:24])[C:17]([O:27][C@H:28]3[C@H:32]4[O:33][CH2:34][C@@H:35]([OH:36])[C@H:31]4[O:30][CH2:29]3)=[N:16][C:14]2=[N:15][C:10]=1[C:7]1[CH:8]=[CH:9][C:4]([C:38]2[CH:43]=[CH:42][CH:41]=[CH:40][CH:39]=2)=[CH:5][CH:6]=1, predict the reactants needed to synthesize it. The reactants are: [Li+].[OH-].Br[C:4]1[CH:9]=[CH:8][C:7]([C:10]2[N:15]=[C:14]3[N:16]=[C:17]([O:27][C@H:28]4[C@H:32]5[O:33][CH2:34][C@@H:35]([OH:36])[C@H:31]5[O:30][CH2:29]4)[N:18]([CH2:19][O:20][CH2:21][CH2:22][Si:23]([CH3:26])([CH3:25])[CH3:24])[C:13]3=[CH:12][C:11]=2[Cl:37])=[CH:6][CH:5]=1.[C:38]1(B(O)O)[CH:43]=[CH:42][CH:41]=[CH:40][CH:39]=1. (7) Given the product [F:1][C:2]1[CH:11]=[C:10]2[C:5]([CH:6]=[CH:7][CH:8]=[N:9]2)=[CH:4][C:3]=1[CH:12]([N:15]1[C:18](=[O:25])[C:19]2[C:31](=[CH:30][CH:22]=[CH:21][CH:20]=2)[C:33]1=[O:34])[CH3:13], predict the reactants needed to synthesize it. The reactants are: [F:1][C:2]1[CH:11]=[C:10]2[C:5]([CH:6]=[CH:7][CH:8]=[N:9]2)=[CH:4][C:3]=1[CH:12](O)[CH3:13].[N+:15]([C:18]1C=[CH:22][CH:21]=[CH:20][CH:19]=1)([O-])=O.S(=O)(=O)(O)[OH:25].O[CH2:30][CH:31]([CH2:33][OH:34])O. (8) The reactants are: CC(C)([O-])C.[Na+].[Cl:7][C:8]1[CH:9]=[C:10]([C:15]2([C:20]([F:23])([F:22])[F:21])[CH2:19][CH2:18][NH:17][CH2:16]2)[CH:11]=[C:12]([Cl:14])[CH:13]=1.Br[C:25]1[CH:30]=[CH:29][C:28]([C@@H:31]([NH:33][C:34]([CH:36]2[CH2:38][CH2:37]2)=[O:35])[CH3:32])=[CH:27][CH:26]=1. Given the product [Cl:14][C:12]1[CH:11]=[C:10]([C:15]2([C:20]([F:23])([F:22])[F:21])[CH2:19][CH2:18][N:17]([C:25]3[CH:30]=[CH:29][C:28]([C@@H:31]([NH:33][C:34]([CH:36]4[CH2:37][CH2:38]4)=[O:35])[CH3:32])=[CH:27][CH:26]=3)[CH2:16]2)[CH:9]=[C:8]([Cl:7])[CH:13]=1, predict the reactants needed to synthesize it.